This data is from Forward reaction prediction with 1.9M reactions from USPTO patents (1976-2016). The task is: Predict the product of the given reaction. (1) Given the reactants [CH:1]([C:3]1[CH:4]=[C:5]2[C:9](=[CH:10][CH:11]=1)[NH:8][CH:7]=[CH:6]2)=O.CCOC(C)=O.CCCCCC.[N+:24]([CH3:27])([O-:26])=[O:25], predict the reaction product. The product is: [N+:24]([CH:27]=[CH:1][C:3]1[CH:4]=[C:5]2[C:9](=[CH:10][CH:11]=1)[NH:8][CH:7]=[CH:6]2)([O-:26])=[O:25]. (2) Given the reactants C(O[BH-](OC(=O)C)OC(=O)C)(=O)C.[Na+].[ClH:15].[CH2:16]([N:19]1[C:27]2[CH:26]=[CH:25][C:24]([C:28]([N:30]3[CH2:35][CH2:34][CH:33]([CH3:36])[CH2:32][CH2:31]3)=[O:29])=[CH:23][C:22]=2[C:21]2[CH2:37][NH:38][CH2:39][CH2:40][C:20]1=2)[CH:17]=[CH2:18].[CH:41]1([CH:44]=O)[CH2:43][CH2:42]1, predict the reaction product. The product is: [CH2:16]([N:19]1[C:27]2[CH:26]=[CH:25][C:24]([C:28]([N:30]3[CH2:35][CH2:34][CH:33]([CH3:36])[CH2:32][CH2:31]3)=[O:29])=[CH:23][C:22]=2[C:21]2[CH2:37][N:38]([CH2:44][CH:41]3[CH2:43][CH2:42]3)[CH2:39][CH2:40][C:20]1=2)[CH:17]=[CH2:18].[ClH:15]. (3) Given the reactants [CH3:1][O-:2].[Na+].C1(C)C=CC=CC=1.[CH3:11][O:12][C:13]1[C:31]([O:32][CH3:33])=[C:30]([O:34][CH3:35])[CH:29]=[C:28]([CH3:36])[C:14]=1[C:15]([C:17]1[C:22]([C:23]([F:26])([F:25])[F:24])=[CH:21][N:20]=[CH:19][C:18]=1Cl)=[O:16].CN(C)P(=O)(N(C)C)N(C)C, predict the reaction product. The product is: [CH3:11][O:12][C:13]1[C:31]([O:32][CH3:33])=[C:30]([O:34][CH3:35])[CH:29]=[C:28]([CH3:36])[C:14]=1[C:15]([C:17]1[C:22]([C:23]([F:26])([F:25])[F:24])=[CH:21][N:20]=[CH:19][C:18]=1[O:2][CH3:1])=[O:16].